This data is from Peptide-MHC class I binding affinity with 185,985 pairs from IEDB/IMGT. The task is: Regression. Given a peptide amino acid sequence and an MHC pseudo amino acid sequence, predict their binding affinity value. This is MHC class I binding data. The peptide sequence is CTEETKRNIA. The MHC is HLA-A02:02 with pseudo-sequence HLA-A02:02. The binding affinity (normalized) is 0.